This data is from Forward reaction prediction with 1.9M reactions from USPTO patents (1976-2016). The task is: Predict the product of the given reaction. (1) Given the reactants [C:1]([C:3]1[CH:8]=[CH:7][C:6]([OH:9])=[CH:5][CH:4]=1)#[N:2].Br[CH2:11][C:12]([O:14][CH3:15])=[O:13].C([O-])([O-])=O.[K+].[K+], predict the reaction product. The product is: [C:1]([C:3]1[CH:8]=[CH:7][C:6]([O:9][CH2:11][C:12]([O:14][CH3:15])=[O:13])=[CH:5][CH:4]=1)#[N:2]. (2) The product is: [CH3:12][O:13][C:2]1[CH:7]=[C:6]([CH3:8])[C:5]([N+:9]([O-:11])=[O:10])=[CH:4][N:3]=1. Given the reactants Cl[C:2]1[CH:7]=[C:6]([CH3:8])[C:5]([N+:9]([O-:11])=[O:10])=[CH:4][N:3]=1.[CH3:12][O-:13].[Na+].[Cl-].[NH4+], predict the reaction product.